Dataset: Forward reaction prediction with 1.9M reactions from USPTO patents (1976-2016). Task: Predict the product of the given reaction. (1) The product is: [Cl:1][C:2]1[CH:10]=[C:6]([C:7]([NH:22][C@H:23]([C:25]2[CH:34]=[CH:33][C:28]([C:29]([O:31][CH3:32])=[O:30])=[CH:27][CH:26]=2)[CH3:24])=[O:9])[C:5]([O:11][CH2:12][CH2:13][C:14]2[CH:19]=[CH:18][CH:17]=[CH:16][C:15]=2[CH3:20])=[N:4][CH:3]=1. Given the reactants [Cl:1][C:2]1[CH:3]=[N:4][C:5]([O:11][CH2:12][CH2:13][C:14]2[CH:19]=[CH:18][CH:17]=[CH:16][C:15]=2[CH3:20])=[C:6]([CH:10]=1)[C:7]([OH:9])=O.Cl.[NH2:22][C@H:23]([C:25]1[CH:34]=[CH:33][C:28]([C:29]([O:31][CH3:32])=[O:30])=[CH:27][CH:26]=1)[CH3:24], predict the reaction product. (2) The product is: [CH3:1][N:2]([CH3:21])[C:3]1[CH:8]=[CH:7][C:6]([N:9]([C:10]2[C:19]3[C:14](=[CH:15][CH:16]=[CH:17][CH:18]=3)[N:13]=[C:12]([CH3:20])[N:11]=2)[CH3:22])=[CH:5][N:4]=1. Given the reactants [CH3:1][N:2]([CH3:21])[C:3]1[CH:8]=[CH:7][C:6]([NH:9][C:10]2[C:19]3[C:14](=[CH:15][CH:16]=[CH:17][CH:18]=3)[N:13]=[C:12]([CH3:20])[N:11]=2)=[CH:5][N:4]=1.[CH3:22]I.[H-].[Na+], predict the reaction product. (3) Given the reactants [CH3:1][C:2]1[N:7]=[C:6]([N:8]2[CH2:13][CH2:12][CH2:11][CH2:10][CH2:9]2)[C:5]([C:14]([NH:16][C:17]2[CH:22]=[CH:21][C:20]([N:23]([CH2:31][CH2:32][C:33]3[CH:38]=[CH:37][CH:36]=[CH:35][N:34]=3)C(=O)OC(C)(C)C)=[CH:19][CH:18]=2)=[O:15])=[CH:4][CH:3]=1.FC(F)(F)C(O)=O, predict the reaction product. The product is: [CH3:1][C:2]1[CH:3]=[CH:4][C:5]([C:14]([NH:16][C:17]2[CH:18]=[CH:19][C:20]([NH:23][CH2:31][CH2:32][C:33]3[CH:38]=[CH:37][CH:36]=[CH:35][N:34]=3)=[CH:21][CH:22]=2)=[O:15])=[C:6]([N:8]2[CH2:13][CH2:12][CH2:11][CH2:10][CH2:9]2)[N:7]=1. (4) Given the reactants [OH:1][C:2]1[CH:9]=[CH:8][C:5]([CH:6]=[O:7])=[CH:4][CH:3]=1.N1C=CN=[CH:11]1.[C:15]([Si:19](Cl)([CH3:21])[CH3:20])([CH3:18])([CH3:17])[CH3:16], predict the reaction product. The product is: [Si:19]([O:1][C:2]1[CH:9]=[CH:8][C:5]([C:6](=[O:7])[CH3:11])=[CH:4][CH:3]=1)([C:15]([CH3:18])([CH3:17])[CH3:16])([CH3:21])[CH3:20]. (5) The product is: [Cl:1][C:2]1[CH:7]=[CH:6][CH:5]=[C:4]([C:15]2[C:14]([Cl:17])=[CH:13][C:12]([C:18]([F:19])([F:21])[F:20])=[CH:11][C:10]=2[Cl:9])[CH:3]=1. Given the reactants [Cl:1][C:2]1[CH:7]=[CH:6][CH:5]=[C:4](I)[CH:3]=1.[Cl:9][C:10]1[CH:11]=[C:12]([C:18]([F:21])([F:20])[F:19])[CH:13]=[C:14]([Cl:17])[C:15]=1F.O, predict the reaction product. (6) Given the reactants [CH:1]1([NH:13][C:14]2[CH:24]=[CH:23][C:17]([C:18]([O:20][CH2:21][CH3:22])=[O:19])=[CH:16][C:15]=2[N+:25]([O-])=O)[CH2:12][CH2:11][CH2:10][CH2:9][CH2:8][CH2:7][CH2:6][CH2:5][CH2:4][CH2:3][CH2:2]1.[H][H], predict the reaction product. The product is: [NH2:25][C:15]1[CH:16]=[C:17]([CH:23]=[CH:24][C:14]=1[NH:13][CH:1]1[CH2:12][CH2:11][CH2:10][CH2:9][CH2:8][CH2:7][CH2:6][CH2:5][CH2:4][CH2:3][CH2:2]1)[C:18]([O:20][CH2:21][CH3:22])=[O:19]. (7) Given the reactants [Cl:1][C:2]1[CH:7]=[CH:6][C:5]([C:8]2[CH:9]=[C:10]([NH2:20])[CH:11]=[N:12][C:13]=2[O:14][CH2:15][C:16]([F:19])([F:18])[F:17])=[CH:4][CH:3]=1.[CH3:21][C:22]1[O:26][N:25]=[C:24]([C:27](O)=[O:28])[CH:23]=1, predict the reaction product. The product is: [Cl:1][C:2]1[CH:3]=[CH:4][C:5]([C:8]2[CH:9]=[C:10]([NH:20][C:27]([C:24]3[CH:23]=[C:22]([CH3:21])[O:26][N:25]=3)=[O:28])[CH:11]=[N:12][C:13]=2[O:14][CH2:15][C:16]([F:17])([F:18])[F:19])=[CH:6][CH:7]=1. (8) Given the reactants [Cl:1][C:2]1[CH:17]=[CH:16][C:5]([O:6][C:7]2[CH:8]=[CH:9][C:10]([N+:13]([O-])=O)=[N:11][CH:12]=2)=[CH:4][C:3]=1[N+:18]([O-])=O.Cl.C(O)C, predict the reaction product. The product is: [NH2:18][C:3]1[CH:4]=[C:5]([CH:16]=[CH:17][C:2]=1[Cl:1])[O:6][C:7]1[CH:8]=[CH:9][C:10]([NH2:13])=[N:11][CH:12]=1. (9) Given the reactants [O:1]1[C:5]2([CH2:10][CH2:9][NH:8][CH2:7][CH2:6]2)[O:4][CH2:3][CH2:2]1.Cl[C:12]1[N:17]=[C:16]([CH3:18])[CH:15]=[C:14]([CH3:19])[N:13]=1.CC(C1C=C(C(C)C)C(C2C=CC=CC=2P(C2CCCCC2)C2CCCCC2)=C(C(C)C)C=1)C.CC(C)([O-])C.[Na+], predict the reaction product. The product is: [CH3:19][C:14]1[CH:15]=[C:16]([CH3:18])[N:17]=[C:12]([N:8]2[CH2:9][CH2:10][C:5]3([O:4][CH2:3][CH2:2][O:1]3)[CH2:6][CH2:7]2)[N:13]=1. (10) Given the reactants [Cl:1][C:2]1[CH:3]=[C:4]([C@@H:12]([CH2:26][CH:27]2[CH2:31][CH2:30][CH2:29][CH2:28]2)[C:13]([NH:15][C:16]2[CH:20]=[CH:19][N:18]([CH2:21][CH2:22][C:23](O)=[O:24])[N:17]=2)=[O:14])[CH:5]=[CH:6][C:7]=1[S:8]([CH3:11])(=[O:10])=[O:9].C(Cl)(=O)C(Cl)=O.[N:38]1C(C)=C[CH:41]=[CH:40][C:39]=1C.C(N)C=C, predict the reaction product. The product is: [CH2:39]([NH:38][C:23]([CH2:22][CH2:21][N:18]1[CH:19]=[CH:20][C:16]([NH:15][C:13](=[O:14])[C@@H:12]([C:4]2[CH:5]=[CH:6][C:7]([S:8]([CH3:11])(=[O:9])=[O:10])=[C:2]([Cl:1])[CH:3]=2)[CH2:26][CH:27]2[CH2:28][CH2:29][CH2:30][CH2:31]2)=[N:17]1)=[O:24])[CH:40]=[CH2:41].